The task is: Predict the product of the given reaction.. This data is from Forward reaction prediction with 1.9M reactions from USPTO patents (1976-2016). (1) Given the reactants [F:1][C:2]1[CH:7]=[CH:6][C:5]([CH2:8][N:9]2[C:17]3[C:12](=[CH:13][CH:14]=[CH:15][CH:16]=3)[C:11]([O:18][CH2:19][C:20]3[CH:25]=[CH:24][CH:23]=[CH:22][CH:21]=3)=[C:10]2C(O)=O)=[CH:4][CH:3]=1.CC[N:31]([CH:35]([CH3:37])C)[CH:32]([CH3:34])C.CS(Cl)(=O)=[O:40].NCC1C=[CH:49][N:48]=[CH:47][CH:46]=1, predict the reaction product. The product is: [F:1][C:2]1[CH:7]=[CH:6][C:5]([CH2:8][N:9]2[C:17]3[C:12](=[CH:13][CH:14]=[CH:15][CH:16]=3)[C:11]([O:18][CH2:19][C:20]3[CH:25]=[CH:24][CH:23]=[CH:22][CH:21]=3)=[C:10]2[N:48]([CH2:47][C:46]2[CH:34]=[CH:32][N:31]=[CH:35][CH:37]=2)[CH:49]=[O:40])=[CH:4][CH:3]=1. (2) Given the reactants [Cl:1][C:2]1[C:3]([Cl:15])=[C:4]([Cl:14])[C:5]([Cl:13])=[C:6]2[C:11](=O)[O:10][C:8](=[O:9])[C:7]=12.[Cl:16][C:17]1[CH:23]=[CH:22][C:20]([OH:21])=[CH:19][C:18]=1[OH:24], predict the reaction product. The product is: [Cl:16][C:17]1[C:18]([OH:24])=[CH:19][C:20]2[O:21][C:20]3[C:22](=[CH:23][C:17]([Cl:16])=[C:18]([OH:24])[CH:19]=3)[C:11]3([C:6]4[C:7](=[C:2]([Cl:1])[C:3]([Cl:15])=[C:4]([Cl:14])[C:5]=4[Cl:13])[C:8](=[O:9])[O:10]3)[C:22]=2[CH:23]=1.